Dataset: NCI-60 drug combinations with 297,098 pairs across 59 cell lines. Task: Regression. Given two drug SMILES strings and cell line genomic features, predict the synergy score measuring deviation from expected non-interaction effect. (1) Drug 1: CCCCC(=O)OCC(=O)C1(CC(C2=C(C1)C(=C3C(=C2O)C(=O)C4=C(C3=O)C=CC=C4OC)O)OC5CC(C(C(O5)C)O)NC(=O)C(F)(F)F)O. Drug 2: C(CCl)NC(=O)N(CCCl)N=O. Cell line: M14. Synergy scores: CSS=47.4, Synergy_ZIP=-6.94, Synergy_Bliss=-11.3, Synergy_Loewe=-28.8, Synergy_HSA=-9.43. (2) Cell line: TK-10. Synergy scores: CSS=15.9, Synergy_ZIP=-5.62, Synergy_Bliss=-3.36, Synergy_Loewe=-3.24, Synergy_HSA=-1.70. Drug 2: C1CN1C2=NC(=NC(=N2)N3CC3)N4CC4. Drug 1: C1=NC2=C(N=C(N=C2N1C3C(C(C(O3)CO)O)O)F)N. (3) Drug 1: C1=C(C(=O)NC(=O)N1)N(CCCl)CCCl. Drug 2: C1CN1P(=S)(N2CC2)N3CC3. Cell line: OVCAR-4. Synergy scores: CSS=4.78, Synergy_ZIP=-1.60, Synergy_Bliss=-0.847, Synergy_Loewe=-0.448, Synergy_HSA=-0.293. (4) Drug 1: CC1=C(C(CCC1)(C)C)C=CC(=CC=CC(=CC(=O)O)C)C. Drug 2: C1CN(P(=O)(OC1)NCCCl)CCCl. Cell line: MALME-3M. Synergy scores: CSS=15.0, Synergy_ZIP=-2.14, Synergy_Bliss=2.18, Synergy_Loewe=-6.03, Synergy_HSA=1.59. (5) Drug 1: CC1=C(C=C(C=C1)NC(=O)C2=CC=C(C=C2)CN3CCN(CC3)C)NC4=NC=CC(=N4)C5=CN=CC=C5. Drug 2: CCC1(CC2CC(C3=C(CCN(C2)C1)C4=CC=CC=C4N3)(C5=C(C=C6C(=C5)C78CCN9C7C(C=CC9)(C(C(C8N6C)(C(=O)OC)O)OC(=O)C)CC)OC)C(=O)OC)O.OS(=O)(=O)O. Cell line: MOLT-4. Synergy scores: CSS=25.3, Synergy_ZIP=19.5, Synergy_Bliss=25.2, Synergy_Loewe=12.5, Synergy_HSA=14.9. (6) Drug 1: C1=CC=C(C=C1)NC(=O)CCCCCCC(=O)NO. Drug 2: CC1=C(C(=O)C2=C(C1=O)N3CC4C(C3(C2COC(=O)N)OC)N4)N. Cell line: NCI-H460. Synergy scores: CSS=50.5, Synergy_ZIP=7.15, Synergy_Bliss=6.67, Synergy_Loewe=-11.8, Synergy_HSA=3.84. (7) Drug 1: CS(=O)(=O)CCNCC1=CC=C(O1)C2=CC3=C(C=C2)N=CN=C3NC4=CC(=C(C=C4)OCC5=CC(=CC=C5)F)Cl. Drug 2: C1C(C(OC1N2C=NC3=C2NC=NCC3O)CO)O. Cell line: MDA-MB-435. Synergy scores: CSS=-3.75, Synergy_ZIP=1.35, Synergy_Bliss=0.876, Synergy_Loewe=-1.67, Synergy_HSA=-2.02.